The task is: Regression. Given two drug SMILES strings and cell line genomic features, predict the synergy score measuring deviation from expected non-interaction effect.. This data is from NCI-60 drug combinations with 297,098 pairs across 59 cell lines. (1) Drug 1: CN1CCC(CC1)COC2=C(C=C3C(=C2)N=CN=C3NC4=C(C=C(C=C4)Br)F)OC. Drug 2: C1=CC=C(C(=C1)C(C2=CC=C(C=C2)Cl)C(Cl)Cl)Cl. Cell line: HS 578T. Synergy scores: CSS=-0.193, Synergy_ZIP=3.91, Synergy_Bliss=7.82, Synergy_Loewe=1.61, Synergy_HSA=1.25. (2) Drug 1: CCC1=CC2CC(C3=C(CN(C2)C1)C4=CC=CC=C4N3)(C5=C(C=C6C(=C5)C78CCN9C7C(C=CC9)(C(C(C8N6C)(C(=O)OC)O)OC(=O)C)CC)OC)C(=O)OC.C(C(C(=O)O)O)(C(=O)O)O. Drug 2: CC1C(C(CC(O1)OC2CC(CC3=C2C(=C4C(=C3O)C(=O)C5=C(C4=O)C(=CC=C5)OC)O)(C(=O)C)O)N)O.Cl. Cell line: A549. Synergy scores: CSS=29.7, Synergy_ZIP=-4.65, Synergy_Bliss=-3.66, Synergy_Loewe=-9.06, Synergy_HSA=-2.09. (3) Drug 1: C1CN1P(=S)(N2CC2)N3CC3. Drug 2: CCC(=C(C1=CC=CC=C1)C2=CC=C(C=C2)OCCN(C)C)C3=CC=CC=C3.C(C(=O)O)C(CC(=O)O)(C(=O)O)O. Cell line: RPMI-8226. Synergy scores: CSS=22.7, Synergy_ZIP=-4.76, Synergy_Bliss=4.27, Synergy_Loewe=-5.91, Synergy_HSA=-0.386. (4) Drug 1: C1CCN(CC1)CCOC2=CC=C(C=C2)C(=O)C3=C(SC4=C3C=CC(=C4)O)C5=CC=C(C=C5)O. Drug 2: C1=CN(C=N1)CC(O)(P(=O)(O)O)P(=O)(O)O. Cell line: BT-549. Synergy scores: CSS=6.15, Synergy_ZIP=2.86, Synergy_Bliss=9.86, Synergy_Loewe=4.00, Synergy_HSA=4.61. (5) Synergy scores: CSS=-8.62, Synergy_ZIP=0.732, Synergy_Bliss=-4.11, Synergy_Loewe=-8.93, Synergy_HSA=-8.57. Drug 1: CN(C)C1=NC(=NC(=N1)N(C)C)N(C)C. Cell line: TK-10. Drug 2: C1CNP(=O)(OC1)N(CCCl)CCCl. (6) Drug 1: C1=CC(=CC=C1CCCC(=O)O)N(CCCl)CCCl. Drug 2: CS(=O)(=O)OCCCCOS(=O)(=O)C. Cell line: TK-10. Synergy scores: CSS=1.54, Synergy_ZIP=-4.87, Synergy_Bliss=-5.67, Synergy_Loewe=-8.69, Synergy_HSA=-6.74. (7) Drug 1: C1=CC(=CC=C1CCC2=CNC3=C2C(=O)NC(=N3)N)C(=O)NC(CCC(=O)O)C(=O)O. Drug 2: CC(CN1CC(=O)NC(=O)C1)N2CC(=O)NC(=O)C2. Cell line: K-562. Synergy scores: CSS=72.2, Synergy_ZIP=11.5, Synergy_Bliss=11.1, Synergy_Loewe=14.7, Synergy_HSA=16.5.